Dataset: Catalyst prediction with 721,799 reactions and 888 catalyst types from USPTO. Task: Predict which catalyst facilitates the given reaction. Reactant: [F:1][C:2]1[CH:3]=[C:4]([CH:8]=[CH:9][C:10]=1[OH:11])[C:5]([OH:7])=[O:6].S(=O)(=O)(O)O. Product: [CH2:5]([O:11][C:10]1[CH:9]=[CH:8][C:4]([C:5]([OH:7])=[O:6])=[CH:3][C:2]=1[F:1])[C:4]1[CH:8]=[CH:9][CH:10]=[CH:2][CH:3]=1. The catalyst class is: 430.